Dataset: Full USPTO retrosynthesis dataset with 1.9M reactions from patents (1976-2016). Task: Predict the reactants needed to synthesize the given product. (1) Given the product [C:1]([NH:5][S:6]([C:9]1([CH3:13])[CH2:11][CH2:10]1)(=[O:8])=[O:7])([CH3:4])([CH3:3])[CH3:2], predict the reactants needed to synthesize it. The reactants are: [C:1]([NH:5][S:6]([CH2:9][CH2:10][CH2:11]Cl)(=[O:8])=[O:7])([CH3:4])([CH3:3])[CH3:2].[CH2:13]([Li])CCC.IC.C(OCC)(=O)C. (2) Given the product [Cl:42][C:38]1[N:37]=[C:36]([C:32]2[CH:31]=[C:30]([CH:35]=[CH:34][CH:33]=2)[CH2:29][N:26]2[CH2:27][CH2:28][NH:23][CH2:24][CH:25]2[C:43]([OH:45])=[O:44])[CH:41]=[CH:40][N:39]=1, predict the reactants needed to synthesize it. The reactants are: ClC1N=C(C2C=C(C=CC=2)C=O)C=CN=1.C(OC([N:23]1[CH2:28][CH2:27][N:26]([CH2:29][C:30]2[CH:35]=[CH:34][CH:33]=[C:32]([C:36]3[CH:41]=[CH:40][N:39]=[C:38]([Cl:42])[N:37]=3)[CH:31]=2)[CH:25]([C:43]([OH:45])=[O:44])[CH2:24]1)=O)(C)(C)C. (3) Given the product [F:22][C:23]1[CH:24]=[CH:25][C:26]([CH2:27][N:28]2[CH:32]=[C:31]([C:33]3[S:34][C:35]([C:39]([NH:8][CH2:12][C:11]4[CH:13]=[N:17][CH:16]=[CH:15][CH:19]=4)=[O:41])=[C:36]([CH3:38])[N:37]=3)[N:30]=[N:29]2)=[CH:42][CH:43]=1, predict the reactants needed to synthesize it. The reactants are: C([N:8]1[CH:12]=[C:11]([C:13]2S[C:15]([C:19](O)=O)=[C:16](C)[N:17]=2)N=N1)C1C=CC=CC=1.[F:22][C:23]1[CH:43]=[CH:42][C:26]([CH2:27][N:28]2[CH:32]=[C:31]([C:33]3[S:34][C:35]([C:39]([OH:41])=O)=[C:36]([CH3:38])[N:37]=3)[N:30]=[N:29]2)=[CH:25][CH:24]=1.N1C=CC=C(CN)C=1.